From a dataset of Reaction yield outcomes from USPTO patents with 853,638 reactions. Predict the reaction yield, written as a fraction of the theoretical maximum amount of product (1.0 means a 100% yield; for example, 0.34 means a 34% yield). (1) The reactants are C(O)(C(F)(F)F)=[O:2].C1COCC1.[OH:13][CH2:14][C:15]([CH2:47][OH:48])([CH2:27]CO[Si](C(C)(C)C)(C1C=CC=CC=1)C1C=CC=CC=1)[CH2:16][N:17]1[CH:25]=[N:24][C:23]2[C:18]1=[N:19][CH:20]=[N:21][C:22]=2[NH2:26].O. The catalyst is CO. The product is [OH:48][CH2:47][C:15]([CH2:14][OH:13])([CH2:27][OH:2])[CH2:16][N:17]1[CH:25]=[N:24][C:23]2[C:18]1=[N:19][CH:20]=[N:21][C:22]=2[NH2:26]. The yield is 0.690. (2) The reactants are [F:1][C:2]1[CH:7]=[C:6]([F:8])[CH:5]=[CH:4][C:3]=1[N:9]1[CH:13]=[N:12][CH:11]=[N:10]1.C([Li])CCC.[Cl:19]C(Cl)(Cl)C(Cl)(Cl)Cl. The catalyst is C1COCC1. The product is [Cl:19][C:13]1[N:9]([C:3]2[CH:4]=[CH:5][C:6]([F:8])=[CH:7][C:2]=2[F:1])[N:10]=[CH:11][N:12]=1. The yield is 0.660.